The task is: Predict the reaction yield, written as a fraction of the theoretical maximum amount of product (1.0 means a 100% yield; for example, 0.34 means a 34% yield).. This data is from Reaction yield outcomes from USPTO patents with 853,638 reactions. The reactants are [Br:1][C:2]1[CH:8]=[C:7]([Cl:9])[C:5]([NH2:6])=[C:4]([Cl:10])[CH:3]=1.[CH:11]1([CH2:16][C:17](Cl)=[O:18])[CH2:15][CH2:14][CH2:13][CH2:12]1.C(=O)([O-])[O-].[Na+].[Na+]. The catalyst is O1CCCC1. The product is [Br:1][C:2]1[CH:8]=[C:7]([Cl:9])[C:5]([NH:6][C:17](=[O:18])[CH2:16][CH:11]2[CH2:15][CH2:14][CH2:13][CH2:12]2)=[C:4]([Cl:10])[CH:3]=1. The yield is 0.800.